This data is from Reaction yield outcomes from USPTO patents with 853,638 reactions. The task is: Predict the reaction yield, written as a fraction of the theoretical maximum amount of product (1.0 means a 100% yield; for example, 0.34 means a 34% yield). (1) The reactants are [C:1]([O:7][CH2:8][CH3:9])(=[O:6])[CH2:2][C:3]([CH3:5])=O.[CH:10](=O)[C:11]1[CH:16]=[CH:15][CH:14]=[CH:13][CH:12]=1.[NH4+:18].[OH-:19]. The catalyst is CCO.C(Cl)Cl. The product is [CH3:5][C:3]1[NH:18][C:3]([CH3:5])=[C:2]([C:1]([O:7][CH2:8][CH3:9])=[O:19])[CH:10]([C:11]2[CH:16]=[CH:15][CH:14]=[CH:13][CH:12]=2)[C:2]=1[C:1]([O:7][CH2:8][CH3:9])=[O:6]. The yield is 0.620. (2) The reactants are [CH3:1][C:2]1[NH:7][C:6](=[O:8])[CH:5]=[CH:4][CH:3]=1.[Br:9][C:10]1[CH:11]=[C:12]([CH2:16]O)[CH:13]=[N:14][CH:15]=1.C1(P(C2C=CC=CC=2)C2C=CC=CC=2)C=CC=CC=1.C1C(COC(/N=N\C(OCC2C=CC(Cl)=CC=2)=O)=O)=CC=C(Cl)C=1.C([O-])(O)=O.[Na+]. The catalyst is C1COCC1.CCOC(C)=O. The product is [Br:9][C:10]1[CH:11]=[C:12]([CH2:16][O:8][C:6]2[CH:5]=[CH:4][CH:3]=[C:2]([CH3:1])[N:7]=2)[CH:13]=[N:14][CH:15]=1. The yield is 0.150. (3) The reactants are C([Li])CCC.Br[C:7]1[CH:12]=[C:11]([CH3:13])[N:10]=[C:9]([CH:14]([F:16])[F:15])[CH:8]=1.[Br:17][C:18]1[CH:19]=[C:20](/[C:24](/[C:32]2[CH:37]=[CH:36][CH:35]=[C:34]([F:38])[C:33]=2[C:39]#[N:40])=[N:25]\S(C(C)(C)C)=O)[CH:21]=[CH:22][CH:23]=1.Cl. The catalyst is C1COCC1. The product is [Br:17][C:18]1[CH:19]=[C:20]([C:24]2([C:7]3[CH:12]=[C:11]([CH3:13])[N:10]=[C:9]([CH:14]([F:16])[F:15])[CH:8]=3)[C:32]3[C:33](=[C:34]([F:38])[CH:35]=[CH:36][CH:37]=3)[C:39]([NH2:40])=[N:25]2)[CH:21]=[CH:22][CH:23]=1. The yield is 0.120. (4) The reactants are [O:1]=[C:2]1[C:11]2[C:6](=[CH:7][CH:8]=[C:9]([C:12]([O:14][CH3:15])=[O:13])[CH:10]=2)[CH:5]=[CH:4][NH:3]1.Br[CH2:17][CH2:18]Br.C(=O)([O-])[O-:21].[Cs+].[Cs+]. The catalyst is C(#N)C. The product is [OH:21][CH2:17][CH2:18][N:3]1[CH:4]=[CH:5][C:6]2[C:11](=[CH:10][C:9]([C:12]([O:14][CH3:15])=[O:13])=[CH:8][CH:7]=2)[C:2]1=[O:1]. The yield is 0.650. (5) The reactants are [C:1]([OH:6])(=O)[CH:2]([CH3:4])[CH3:3].C(N(CC)CC)C.ON1C2C=CC=CC=2N=N1.Cl.C(N=C=NCCCN(C)C)C.[N:36]1([C:42]([O:44][C:45]([CH3:48])([CH3:47])[CH3:46])=[O:43])[CH2:41][CH2:40][NH:39][CH2:38][CH2:37]1. The catalyst is ClCCl. The product is [C:1]([N:39]1[CH2:38][CH2:37][N:36]([C:42]([O:44][C:45]([CH3:48])([CH3:47])[CH3:46])=[O:43])[CH2:41][CH2:40]1)(=[O:6])[CH:2]([CH3:4])[CH3:3]. The yield is 0.780.